From a dataset of Reaction yield outcomes from USPTO patents with 853,638 reactions. Predict the reaction yield, written as a fraction of the theoretical maximum amount of product (1.0 means a 100% yield; for example, 0.34 means a 34% yield). The reactants are [CH3:1][NH:2][S:3]([C:6]1[CH:11]=[CH:10][C:9]([C:12]2[N:17]=[C:16]([NH:18]C(=O)OC(C)(C)C)[CH:15]=[CH:14][CH:13]=2)=[CH:8][CH:7]=1)(=[O:5])=[O:4].[ClH:26].CO. The product is [ClH:26].[NH2:18][C:16]1[N:17]=[C:12]([C:9]2[CH:10]=[CH:11][C:6]([S:3]([NH:2][CH3:1])(=[O:4])=[O:5])=[CH:7][CH:8]=2)[CH:13]=[CH:14][CH:15]=1. The catalyst is CO. The yield is 0.710.